This data is from Reaction yield outcomes from USPTO patents with 853,638 reactions. The task is: Predict the reaction yield, written as a fraction of the theoretical maximum amount of product (1.0 means a 100% yield; for example, 0.34 means a 34% yield). (1) The reactants are [Cl:1][C:2]1[CH:10]=[C:9]2[C:5]([CH:6]=[C:7]([CH3:11])[NH:8]2)=[CH:4][CH:3]=1.[F:12][C:13]([F:24])([F:23])[C:14](O[C:14](=[O:15])[C:13]([F:24])([F:23])[F:12])=[O:15]. The catalyst is ClCCCl. The product is [Cl:1][C:2]1[CH:10]=[C:9]2[C:5]([C:6]([C:14](=[O:15])[C:13]([F:24])([F:23])[F:12])=[C:7]([CH3:11])[NH:8]2)=[CH:4][CH:3]=1. The yield is 0.950. (2) The yield is 0.722. The reactants are C1(CC([C:11]2[CH:16]=[CH:15][CH:14]=[C:13]([N+:17]([O-:19])=[O:18])[CH:12]=2)C(O)=O)CCCC1.[C:20](Cl)(=[O:24])[C:21](Cl)=O.[NH2:26][C:27]1[S:28][CH:29]=[CH:30][N:31]=1.C(N(CC)[CH:36]([CH3:38])[CH3:37])(C)C.O1C[CH2:44][CH2:43][CH2:42]1. The product is [CH:36]1([CH2:37][CH:21]([C:12]2[CH:11]=[CH:16][CH:15]=[CH:14][C:13]=2[N+:17]([O-:19])=[O:18])[C:20]([NH:26][C:27]2[S:28][CH:29]=[CH:30][N:31]=2)=[O:24])[CH2:38][CH2:44][CH2:43][CH2:42]1. The catalyst is C(Cl)Cl.CN(C)C=O.